This data is from Reaction yield outcomes from USPTO patents with 853,638 reactions. The task is: Predict the reaction yield, written as a fraction of the theoretical maximum amount of product (1.0 means a 100% yield; for example, 0.34 means a 34% yield). (1) The reactants are CC1CCCN(C)C1(C)C.[Li]CCCC.[F:16][C:17]1[CH:18]=[C:19]2[C:24](=[CH:25][CH:26]=1)[N:23]=[C:22]([O:27][CH3:28])[C:21]([O:29][CH3:30])=[N:20]2.ClC1C(Cl)=NC2C(=CC=C(F)C=2)N=1.[NH4+].[Cl-].C1C[O:49][CH2:48]C1. The catalyst is CN(C=O)C. The product is [F:16][C:17]1[CH:26]=[CH:25][C:24]2[N:23]=[C:22]([O:27][CH3:28])[C:21]([O:29][CH3:30])=[N:20][C:19]=2[C:18]=1[CH:48]=[O:49]. The yield is 0.710. (2) The reactants are [C:1]([O:5][C:6](=[O:29])[NH:7][C@H:8]1[CH2:13][CH2:12][CH2:11][CH2:10][C@H:9]1[NH:14][C:15]1[N:16]=[CH:17][C:18]2[C:24]([CH:25]([F:27])[F:26])=[N:23][CH:22]=[C:21](I)[C:19]=2[N:20]=1)([CH3:4])([CH3:3])[CH3:2].CC1(C)C(C)(C)OB([C:38]2[C:46]3[C:41](=[CH:42][C:43]([C:47]([F:50])([F:49])[F:48])=[CH:44][CH:45]=3)[N:40]([S:51]([C:54]3[CH:59]=[CH:58][C:57]([CH3:60])=[CH:56][CH:55]=3)(=[O:53])=[O:52])[CH:39]=2)O1.C1(P(C2CCCCC2)C2C=CC=CC=2C2C(OC)=CC=CC=2OC)CCCCC1.C(=O)([O-])[O-].[K+].[K+].COCCOC.O. The catalyst is C([O-])(=O)C.[Pd+2].C([O-])(=O)C. The product is [C:1]([O:5][C:6](=[O:29])[NH:7][C@H:8]1[CH2:13][CH2:12][CH2:11][CH2:10][C@H:9]1[NH:14][C:15]1[N:16]=[CH:17][C:18]2[C:24]([CH:25]([F:27])[F:26])=[N:23][CH:22]=[C:21]([C:38]3[C:46]4[C:41](=[CH:42][C:43]([C:47]([F:49])([F:48])[F:50])=[CH:44][CH:45]=4)[N:40]([S:51]([C:54]4[CH:59]=[CH:58][C:57]([CH3:60])=[CH:56][CH:55]=4)(=[O:53])=[O:52])[CH:39]=3)[C:19]=2[N:20]=1)([CH3:4])([CH3:3])[CH3:2]. The yield is 0.330. (3) The reactants are [NH:1]([C:3]1[N:8]=[CH:7][N:6]=[C:5]2[N:9]([C:12]3[CH:17]=[CH:16][CH:15]=[CH:14][CH:13]=3)[N:10]=[CH:11][C:4]=12)[NH2:2].[N:18]1[C:27]2[C:22](=[CH:23][CH:24]=[CH:25][CH:26]=2)[C:21]([CH:28]=O)=[CH:20][CH:19]=1. The catalyst is C(O)C.N1CCCC1. The product is [C:12]1([N:9]2[C:5]3=[N:6][CH:7]=[N:8][C:3]([NH:1][N:2]=[CH:28][C:21]4[C:22]5[C:27](=[CH:26][CH:25]=[CH:24][CH:23]=5)[N:18]=[CH:19][CH:20]=4)=[C:4]3[CH:11]=[N:10]2)[CH:17]=[CH:16][CH:15]=[CH:14][CH:13]=1. The yield is 0.280. (4) The reactants are O=P(Cl)(Cl)[Cl:3].C[N:7]([CH:9]=O)[CH3:8].[CH2:11]([C:13]1[CH:17]=[C:16]([OH:18])N(C)[N:14]=1)[CH3:12].C([O-])([O-])=O.[K+].[K+]. The catalyst is ClCCl. The product is [Cl:3][C:9]1[N:7]([CH3:8])[N:14]=[C:13]([CH2:11][CH3:12])[C:17]=1[CH:16]=[O:18]. The yield is 0.620. (5) The yield is 0.890. The reactants are [CH3:1][CH:2]([CH3:28])[CH2:3][CH:4]([NH:8][C:9](=[O:27])[CH:10]([NH:18][C:19]([C:21]1[CH:26]=[N:25][CH:24]=[CH:23][N:22]=1)=[O:20])[CH2:11][C:12]1[CH:17]=[CH:16][CH:15]=[CH:14][CH:13]=1)[C:5]([OH:7])=O.CN1CCOCC1.ClC(OCC(C)C)=O.Cl.[CH3:45][NH:46][NH:47][CH3:48]. The product is [CH2:11]([CH:10]([NH:18][C:19]([C:21]1[CH:26]=[N:25][CH:24]=[CH:23][N:22]=1)=[O:20])[C:9]([NH:8][CH:4]([C:5]([N:46]([CH3:45])[NH:47][CH3:48])=[O:7])[CH2:3][CH:2]([CH3:28])[CH3:1])=[O:27])[C:12]1[CH:17]=[CH:16][CH:15]=[CH:14][CH:13]=1. The catalyst is C1COCC1.[OH-].[Na+]. (6) The reactants are [Br:1][C:2]1[CH:3]=[C:4]2[C:12](=[C:13]([C:15](=[O:17])[NH2:16])[CH:14]=1)[NH:11][C:10]1[CH:9]=[C:8]([C:18]([O:20][CH2:21][CH3:22])=[O:19])[CH:7]=[CH:6][C:5]2=1.C([O-])([O-])=O.[K+].[K+].Br[CH2:30][CH:31]1[CH2:33][CH2:32]1. The catalyst is CC(C)=O. The product is [Br:1][C:2]1[CH:3]=[C:4]2[C:12](=[C:13]([C:15](=[O:17])[NH2:16])[CH:14]=1)[N:11]([CH2:30][CH:31]1[CH2:33][CH2:32]1)[C:10]1[CH:9]=[C:8]([C:18]([O:20][CH2:21][CH3:22])=[O:19])[CH:7]=[CH:6][C:5]2=1. The yield is 0.870.